Dataset: Forward reaction prediction with 1.9M reactions from USPTO patents (1976-2016). Task: Predict the product of the given reaction. (1) Given the reactants C(=O)([O-])[O-].[Na+].[Na+].Br[CH2:8][CH2:9][CH2:10][CH2:11]Br.[NH2:13][C@H:14]1[CH2:19][CH2:18][CH2:17][CH2:16][C@@H:15]1[NH:20][C:21]1[CH:28]=[C:27]([Cl:29])[CH:26]=[CH:25][C:22]=1[C:23]#[N:24], predict the reaction product. The product is: [Cl:29][C:27]1[CH:26]=[CH:25][C:22]([C:23]#[N:24])=[C:21]([NH:20][C@H:15]2[CH2:16][CH2:17][CH2:18][CH2:19][C@@H:14]2[N:13]2[CH2:11][CH2:10][CH2:9][CH2:8]2)[CH:28]=1. (2) Given the reactants [Cl:1][C:2]1[S:3][C:4]([S:8]([N:11]2[C:17]3[CH:18]=[CH:19][CH:20]=[CH:21][C:16]=3[CH2:15][CH2:14][CH2:13][CH2:12]2)(=[O:10])=[O:9])=[CH:5][C:6]=1[NH2:7].[N:22]([C:25]1[CH:34]=[CH:33][CH:32]=[CH:31][C:26]=1[C:27](OC)=[O:28])=[C:23]=[O:24].C(O)C(N)(CO)CO, predict the reaction product. The product is: [Cl:1][C:2]1[S:3][C:4]([S:8]([N:11]2[C:17]3[CH:18]=[CH:19][CH:20]=[CH:21][C:16]=3[CH2:15][CH2:14][CH2:13][CH2:12]2)(=[O:9])=[O:10])=[CH:5][C:6]=1[N:7]1[C:27](=[O:28])[C:26]2[C:25](=[CH:34][CH:33]=[CH:32][CH:31]=2)[NH:22][C:23]1=[O:24].